Dataset: Catalyst prediction with 721,799 reactions and 888 catalyst types from USPTO. Task: Predict which catalyst facilitates the given reaction. Reactant: [S:1]1[CH:5]=[CH:4][N:3]=[C:2]1[NH2:6].C([Mg]Cl)(C)C.[CH:12]([C:15]1[CH:19]=[C:18]([NH:20][C:21]2[C:22]3[CH2:38][CH2:37][C:36]([CH3:40])([CH3:39])[C:23]=3[N:24]=[C:25]([N:27]3[CH2:31][CH2:30][CH2:29][CH:28]3[C:32](OC)=[O:33])[N:26]=2)[NH:17][N:16]=1)([CH3:14])[CH3:13]. Product: [CH:12]([C:15]1[CH:19]=[C:18]([NH:20][C:21]2[C:22]3[CH2:38][CH2:37][C:36]([CH3:40])([CH3:39])[C:23]=3[N:24]=[C:25]([N:27]3[CH2:31][CH2:30][CH2:29][CH:28]3[C:32]([NH:6][C:2]3[S:1][CH:5]=[CH:4][N:3]=3)=[O:33])[N:26]=2)[NH:17][N:16]=1)([CH3:14])[CH3:13]. The catalyst class is: 1.